Predict the reaction yield, written as a fraction of the theoretical maximum amount of product (1.0 means a 100% yield; for example, 0.34 means a 34% yield). From a dataset of Reaction yield outcomes from USPTO patents with 853,638 reactions. (1) The reactants are Cl[C:2]1[CH:7]=[CH:6][N:5]=[C:4]2[CH:8]=[C:9]([C:11]3[CH:12]=[N:13][C:14]([O:17][CH3:18])=[CH:15][CH:16]=3)[S:10][C:3]=12.[F:19][C:20]1[CH:25]=[C:24]([N+:26]([O-:28])=[O:27])[CH:23]=[CH:22][C:21]=1[OH:29].C(=O)([O-])[O-].[K+].[K+]. The catalyst is C1(OC2C=CC=CC=2)C=CC=CC=1.C(Cl)Cl. The product is [F:19][C:20]1[CH:25]=[C:24]([N+:26]([O-:28])=[O:27])[CH:23]=[CH:22][C:21]=1[O:29][C:2]1[CH:7]=[CH:6][N:5]=[C:4]2[CH:8]=[C:9]([C:11]3[CH:12]=[N:13][C:14]([O:17][CH3:18])=[CH:15][CH:16]=3)[S:10][C:3]=12. The yield is 0.430. (2) The reactants are [NH2:1][C:2]1[CH:9]=[CH:8][C:7]([Cl:10])=[CH:6][C:3]=1[C:4]#[N:5].[CH3:11][S:12](Cl)(=[O:14])=[O:13]. The catalyst is N1C=CC=CC=1. The product is [Cl:10][C:7]1[CH:8]=[CH:9][C:2]([N:1]([S:12]([CH3:11])(=[O:14])=[O:13])[S:12]([CH3:11])(=[O:14])=[O:13])=[C:3]([C:4]#[N:5])[CH:6]=1. The yield is 0.790. (3) The reactants are Cl[C:2]1[CH:7]=[C:6]([Cl:8])[CH:5]=[CH:4][C:3]=1[N+:9]([O-:11])=[O:10].[Cl:12][C:13]1[CH:18]=[C:17]([Cl:19])[CH:16]=[CH:15][C:14]=1[OH:20].C(=O)([O-])[O-].[K+].[K+]. The catalyst is C1(C)C=CC=C(C)C=1. The product is [Cl:8][C:6]1[CH:5]=[CH:4][C:3]([N+:9]([O-:11])=[O:10])=[C:2]([O:20][C:14]2[CH:15]=[CH:16][C:17]([Cl:19])=[CH:18][C:13]=2[Cl:12])[CH:7]=1. The yield is 0.840. (4) The reactants are C(OC([NH:8][C@@H:9]([CH2:13][N:14]([C:21]1[CH:26]=[CH:25][CH:24]=[CH:23][CH:22]=1)[C:15]1[N:20]=[CH:19][CH:18]=[CH:17][N:16]=1)[C:10]([NH2:12])=[O:11])=O)(C)(C)C.[OH-].[K+]. The catalyst is Cl. The product is [NH2:8][C@@H:9]([CH2:13][N:14]([C:21]1[CH:26]=[CH:25][CH:24]=[CH:23][CH:22]=1)[C:15]1[N:16]=[CH:17][CH:18]=[CH:19][N:20]=1)[C:10]([NH2:12])=[O:11]. The yield is 0.800. (5) The reactants are [Cl:1][C:2]1[C:7]([F:8])=[CH:6][C:5]([CH2:9]O)=[C:4]([F:11])[CH:3]=1.P(Br)(Br)[Br:13].O. The catalyst is CCOCC.C(Cl)Cl. The product is [Br:13][CH2:9][C:5]1[CH:6]=[C:7]([F:8])[C:2]([Cl:1])=[CH:3][C:4]=1[F:11]. The yield is 0.490.